From a dataset of Reaction yield outcomes from USPTO patents with 853,638 reactions. Predict the reaction yield, written as a fraction of the theoretical maximum amount of product (1.0 means a 100% yield; for example, 0.34 means a 34% yield). (1) The reactants are [I:1][C:2]1[CH:7]=[CH:6][N:5]=[C:4]([O:8][CH3:9])[C:3]=1[C:10]1[NH:11][C:12]2[C:17]([CH:18]=1)=[CH:16][CH:15]=[C:14]([NH2:19])[CH:13]=2.[Cl:20][C:21]1[CH:22]=[C:23]([CH:27]=[CH:28][CH:29]=1)[C:24](O)=[O:25].CN(C(ON1N=NC2C=CC=NC1=2)=[N+](C)C)C.F[P-](F)(F)(F)(F)F.O. The catalyst is C(Cl)Cl. The product is [Cl:20][C:21]1[CH:22]=[C:23]([CH:27]=[CH:28][CH:29]=1)[C:24]([NH:19][C:14]1[CH:13]=[C:12]2[C:17]([CH:18]=[C:10]([C:3]3[C:4]([O:8][CH3:9])=[N:5][CH:6]=[CH:7][C:2]=3[I:1])[NH:11]2)=[CH:16][CH:15]=1)=[O:25]. The yield is 0.810. (2) The reactants are [O:1]1[CH2:6][CH:5]=[C:4]([C:7]2[C:8]([O:21][CH:22]3[CH2:25][N:24]([C:26]4[CH:35]=[CH:34][C:33]5[C:28](=[CH:29][CH:30]=[CH:31][CH:32]=5)[N:27]=4)[CH2:23]3)=[N:9][C:10]([N:13]3[CH2:18][CH2:17][CH:16]([CH2:19][OH:20])[CH2:15][CH2:14]3)=[N:11][CH:12]=2)[CH2:3][CH2:2]1. The product is [N:27]1[C:28]2[C:33](=[CH:32][CH:31]=[CH:30][CH:29]=2)[CH:34]=[CH:35][C:26]=1[N:24]1[CH2:25][CH:22]([O:21][C:8]2[C:7]([CH:4]3[CH2:3][CH2:2][O:1][CH2:6][CH2:5]3)=[CH:12][N:11]=[C:10]([N:13]3[CH2:18][CH2:17][CH:16]([CH2:19][OH:20])[CH2:15][CH2:14]3)[N:9]=2)[CH2:23]1. The yield is 0.900. The catalyst is CO.[Pd].